This data is from Full USPTO retrosynthesis dataset with 1.9M reactions from patents (1976-2016). The task is: Predict the reactants needed to synthesize the given product. (1) Given the product [CH3:1][N:2]1[CH2:7][CH2:6][N:5]([CH2:8][C:9]2[S:17][C:16]3[C:15]([N:18]4[CH2:19][CH2:20][O:21][CH2:22][CH2:23]4)=[N:14][C:13]([C:24]4[CH:25]=[C:26]([OH:30])[CH:27]=[CH:28][CH:29]=4)=[N:12][C:11]=3[CH:10]=2)[CH2:4][CH2:3]1, predict the reactants needed to synthesize it. The reactants are: [CH3:1][N:2]1[CH2:7][CH2:6][N:5]([CH2:8][C:9]2[S:17][C:16]3[C:15]([N:18]4[CH2:23][CH2:22][O:21][CH2:20][CH2:19]4)=[N:14][C:13]([C:24]4[CH:29]=[CH:28][CH:27]=[C:26]([O:30][SiH2]C(C)(C)C(C)(C)C)[CH:25]=4)=[N:12][C:11]=3[CH:10]=2)[CH2:4][CH2:3]1.[F-].C([N+](CCCC)(CCCC)CCCC)CCC. (2) Given the product [C:21]([O:20][C:18](=[O:19])[C:17]([C:15]1[CH:14]=[CH:13][C:11]2[CH:12]=[C:8]([C:6]([O:5][CH2:3][CH3:4])=[O:7])[S:9][C:10]=2[CH:16]=1)([F:38])[C:25]([O:27][C:28]([CH3:30])([CH3:29])[CH3:31])=[O:26])([CH3:23])([CH3:24])[CH3:22], predict the reactants needed to synthesize it. The reactants are: [H-].[Na+].[CH2:3]([O:5][C:6]([C:8]1[S:9][C:10]2[CH:16]=[C:15]([CH:17]([C:25]([O:27][C:28]([CH3:31])([CH3:30])[CH3:29])=[O:26])[C:18]([O:20][C:21]([CH3:24])([CH3:23])[CH3:22])=[O:19])[CH:14]=[CH:13][C:11]=2[CH:12]=1)=[O:7])[CH3:4].CN(C=O)C.[B-](F)(F)(F)[F:38].[B-](F)(F)(F)F.C1[N+]2(CCl)CC[N+](F)(CC2)C1. (3) Given the product [Cl:1][CH:2]([C:14]1[CH:19]=[CH:18][CH:17]=[CH:16][CH:15]=1)[C:3]([C:5]1[C:13]2[C:8](=[CH:9][CH:10]=[CH:11][CH:12]=2)[N:7]([CH2:23][CH2:24][N:25]2[CH2:30][CH2:29][O:28][CH2:27][CH2:26]2)[CH:6]=1)=[O:4], predict the reactants needed to synthesize it. The reactants are: [Cl:1][CH:2]([C:14]1[CH:19]=[CH:18][CH:17]=[CH:16][CH:15]=1)[C:3]([C:5]1[C:13]2[C:8](=[CH:9][CH:10]=[CH:11][CH:12]=2)[NH:7][CH:6]=1)=[O:4].[H-].[Na+].Br[CH2:23][CH2:24][N:25]1[CH2:30][CH2:29][O:28][CH2:27][CH2:26]1.O. (4) Given the product [CH2:1]([O:9][C:10]1[CH:15]=[CH:14][C:13]([C:20]2[S:24][C:23]([C:25]3[S:26][C:27]([C:10]4[CH:11]=[CH:12][C:42]([O:43][CH2:44][CH2:7][CH2:6][CH2:5][CH2:4][CH2:3][CH2:2][CH3:1])=[CH:41][CH:15]=4)=[CH:28][CH:29]=3)=[CH:22][CH:21]=2)=[CH:12][CH:11]=1)[CH2:2][CH2:3][CH2:4][CH2:5][CH2:6][CH2:7][CH3:8], predict the reactants needed to synthesize it. The reactants are: [CH2:1]([O:9][C:10]1[CH:15]=[CH:14][C:13](B(O)O)=[CH:12][CH:11]=1)[CH2:2][CH2:3][CH2:4][CH2:5][CH2:6][CH2:7][CH3:8].Br[C:20]1[S:24][C:23]([C:25]2[S:26][C:27](Br)=[CH:28][CH:29]=2)=[CH:22][CH:21]=1.P([O-])([O-])([O-])=O.[K+].[K+].[K+].CO[CH2:41][CH2:42][O:43][CH3:44]. (5) The reactants are: Cl.O(N)C.[Cl:5][C:6]1[N:7]=[C:8]([CH3:35])[N:9]([CH2:12][C:13]2[S:28][C:16]3[N:17]([CH2:24][CH:25]([CH3:27])[CH3:26])[C:18](=[O:23])[N:19]([CH3:22])[C:20](=[O:21])[C:15]=3[C:14]=2[C:29]([N:31]([O:33][CH3:34])C)=[O:30])[C:10]=1[Cl:11]. Given the product [Cl:5][C:6]1[N:7]=[C:8]([CH3:35])[N:9]([CH2:12][C:13]2[S:28][C:16]3[N:17]([CH2:24][CH:25]([CH3:27])[CH3:26])[C:18](=[O:23])[N:19]([CH3:22])[C:20](=[O:21])[C:15]=3[C:14]=2[C:29]([NH:31][O:33][CH3:34])=[O:30])[C:10]=1[Cl:11], predict the reactants needed to synthesize it. (6) The reactants are: C(OC([N:8]1[CH2:13][CH2:12][N:11]([S:14]([C:17]2[CH:26]=[CH:25][C:24]3[C:19](=[CH:20][CH:21]=[C:22]([Cl:27])[CH:23]=3)[CH:18]=2)(=[O:16])=[O:15])[CH2:10][CH:9]1[CH2:28][CH2:29][C:30]#[N:31])=O)(C)(C)C.[Cl-].[NH4+].[N-:34]=[N+:35]=[N-:36].[Na+].FC(F)(F)C(O)=O. Given the product [Cl:27][C:22]1[CH:23]=[C:24]2[C:19](=[CH:20][CH:21]=1)[CH:18]=[C:17]([S:14]([N:11]1[CH2:12][CH2:13][NH:8][CH:9]([CH2:28][CH2:29][C:30]3[NH:36][N:35]=[N:34][N:31]=3)[CH2:10]1)(=[O:15])=[O:16])[CH:26]=[CH:25]2, predict the reactants needed to synthesize it. (7) Given the product [CH2:35]([C:33]1[O:32][N:31]=[C:30]([CH:28]([OH:29])[C@@H:27]([NH:26][C:5](=[O:7])[C@@H:4]([CH2:8][C:9]([N:11]2[CH2:16][CH2:15][O:14][CH2:13][CH2:12]2)=[O:10])[CH2:3][C:2]([CH3:1])([CH3:18])[CH3:17])[CH2:37][CH3:38])[N:34]=1)[CH3:36], predict the reactants needed to synthesize it. The reactants are: [CH3:1][C:2]([CH3:18])([CH3:17])[CH2:3][C@H:4]([CH2:8][C:9]([N:11]1[CH2:16][CH2:15][O:14][CH2:13][CH2:12]1)=[O:10])[C:5]([OH:7])=O.FC(F)(F)C(O)=O.[NH2:26][CH:27]([CH2:37][CH3:38])[C@@H:28]([C:30]1[N:34]=[C:33]([CH2:35][CH3:36])[O:32][N:31]=1)[OH:29].F[P-](F)(F)(F)(F)F.N1(OC(N(C)C)=[N+](C)C)C2N=CC=CC=2N=N1.C(N(C(C)C)CC)(C)C. (8) Given the product [CH2:35]([O:34][CH2:33][C:27]1[N:28]([CH2:29][CH:30]([CH3:32])[CH3:31])[C:19]2[C:18]3[N:17]=[CH:16][C:15]([N:9]4[CH:13]=[CH:12][N:11]=[CH:10]4)=[CH:24][C:23]=3[N:22]=[C:21]([NH2:25])[C:20]=2[N:26]=1)[CH3:36], predict the reactants needed to synthesize it. The reactants are: P([O-])([O-])([O-])=O.[K+].[K+].[K+].[NH:9]1[CH:13]=[CH:12][N:11]=[CH:10]1.Br[C:15]1[CH:16]=[N:17][C:18]2[C:19]3[N:28]([CH2:29][CH:30]([CH3:32])[CH3:31])[C:27]([CH2:33][O:34][CH2:35][CH3:36])=[N:26][C:20]=3[C:21]([NH2:25])=[N:22][C:23]=2[CH:24]=1.N[C@@H]1CCCC[C@H]1N.